Regression. Given two drug SMILES strings and cell line genomic features, predict the synergy score measuring deviation from expected non-interaction effect. From a dataset of NCI-60 drug combinations with 297,098 pairs across 59 cell lines. (1) Drug 1: CS(=O)(=O)CCNCC1=CC=C(O1)C2=CC3=C(C=C2)N=CN=C3NC4=CC(=C(C=C4)OCC5=CC(=CC=C5)F)Cl. Drug 2: C#CCC(CC1=CN=C2C(=N1)C(=NC(=N2)N)N)C3=CC=C(C=C3)C(=O)NC(CCC(=O)O)C(=O)O. Cell line: OVCAR3. Synergy scores: CSS=54.2, Synergy_ZIP=3.66, Synergy_Bliss=-0.0135, Synergy_Loewe=-8.09, Synergy_HSA=-1.75. (2) Drug 2: C(CCl)NC(=O)N(CCCl)N=O. Synergy scores: CSS=-6.00, Synergy_ZIP=1.90, Synergy_Bliss=-0.274, Synergy_Loewe=-1.79, Synergy_HSA=-3.09. Cell line: MCF7. Drug 1: C1=CC=C(C(=C1)C(C2=CC=C(C=C2)Cl)C(Cl)Cl)Cl.